From a dataset of Catalyst prediction with 721,799 reactions and 888 catalyst types from USPTO. Predict which catalyst facilitates the given reaction. (1) Reactant: [C:1]([CH2:3][C@@:4]1([C:30](OC)=[O:31])[CH2:8][CH2:7][C@H:6]([C:9]2[CH:14]=[CH:13][CH:12]=[C:11]([O:15]CC3C=CC=CC=3)[CH:10]=2)[N:5]1[C:23]([O:25][C:26]([CH3:29])([CH3:28])[CH3:27])=[O:24])#[N:2]. Product: [OH:15][C:11]1[CH:10]=[C:9]([C@H:6]2[CH2:7][CH2:8][C@:4]3([CH2:3][CH2:1][NH:2][C:30]3=[O:31])[N:5]2[C:23]([O:25][C:26]([CH3:28])([CH3:27])[CH3:29])=[O:24])[CH:14]=[CH:13][CH:12]=1. The catalyst class is: 94. (2) Reactant: [C:1]([C:3]1[CH:4]=[C:5]([C:13]([N:15]([CH2:17][CH:18]([C:22]2[CH:27]=[CH:26][C:25]([C:28]#[N:29])=[CH:24][CH:23]=2)[CH2:19][CH2:20][OH:21])[CH3:16])=[O:14])[C:6]2[C:11]([CH:12]=1)=[CH:10][CH:9]=[CH:8][CH:7]=2)#[N:2].CC(OI1(OC(C)=O)(OC(C)=O)OC(=O)C2C=CC=CC1=2)=O.S([O-])([O-])(=O)=S.[Na+].[Na+]. Product: [C:1]([C:3]1[CH:4]=[C:5]([C:13]([N:15]([CH2:17][CH:18]([C:22]2[CH:23]=[CH:24][C:25]([C:28]#[N:29])=[CH:26][CH:27]=2)[CH2:19][CH:20]=[O:21])[CH3:16])=[O:14])[C:6]2[C:11]([CH:12]=1)=[CH:10][CH:9]=[CH:8][CH:7]=2)#[N:2]. The catalyst class is: 326.